Dataset: Choline transporter screen with 302,306 compounds. Task: Binary Classification. Given a drug SMILES string, predict its activity (active/inactive) in a high-throughput screening assay against a specified biological target. (1) The molecule is s1c2c(CC(OC2)(C)C)c2c1nc(n(N)c2=O)CC(C)C. The result is 0 (inactive). (2) The drug is O1CCN(CC1)c1nnc(N2CCN(CC2)C(=O)c2cc(c(cc2)C)C)cc1. The result is 0 (inactive).